Dataset: Catalyst prediction with 721,799 reactions and 888 catalyst types from USPTO. Task: Predict which catalyst facilitates the given reaction. (1) The catalyst class is: 307. Product: [CH3:29][O:28][C:24]1[N:23]=[C:22]([C:20]([C:12]2[C:13]3[CH:19]=[CH:18][CH:17]=[CH:16][C:14]=3[S:15][C:11]=2[CH2:10][CH2:9][N:8]([CH3:30])[CH3:7])=[CH2:1])[CH:27]=[CH:26][CH:25]=1. Reactant: [CH3:1]C(C)([O-])C.[K+].[CH3:7][N:8]([CH3:30])[CH2:9][CH2:10][C:11]1[S:15][C:14]2[CH:16]=[CH:17][CH:18]=[CH:19][C:13]=2[C:12]=1[C:20]([C:22]1[CH:27]=[CH:26][CH:25]=[C:24]([O:28][CH3:29])[N:23]=1)=O. (2) Reactant: [F:1][C:2]1[CH:7]=[CH:6][C:5]([S:8]([N:11]([CH2:13][C:14]([O:16]CC)=[O:15])[CH3:12])(=[O:10])=[O:9])=[CH:4][CH:3]=1.[Li+].[OH-]. Product: [F:1][C:2]1[CH:3]=[CH:4][C:5]([S:8]([N:11]([CH2:13][C:14]([OH:16])=[O:15])[CH3:12])(=[O:9])=[O:10])=[CH:6][CH:7]=1. The catalyst class is: 1. (3) Reactant: [Cl:1][C:2]1[CH:3]=[C:4]([C@@H:8]([OH:27])[CH2:9][N:10]([CH2:18][CH2:19][C:20]2[CH:25]=[CH:24][C:23]([OH:26])=[CH:22][CH:21]=2)[C:11](=[O:17])[O:12][C:13]([CH3:16])([CH3:15])[CH3:14])[CH:5]=[CH:6][CH:7]=1.O[CH2:29][C:30]1[CH:31]=[C:32]([CH:40]=[CH:41][CH:42]=1)[O:33][CH2:34][C:35]([O:37][CH2:38][CH3:39])=[O:36].C1(P(C2C=CC=CC=2)C2C=CC=CC=2)C=CC=CC=1.N(C(OCC)=O)=NC(OCC)=O. Product: [C:13]([O:12][C:11]([N:10]([CH2:9][C@@H:8]([C:4]1[CH:5]=[CH:6][CH:7]=[C:2]([Cl:1])[CH:3]=1)[OH:27])[CH2:18][CH2:19][C:20]1[CH:25]=[CH:24][C:23]([O:26][CH2:29][C:30]2[CH:31]=[C:32]([CH:40]=[CH:41][CH:42]=2)[O:33][CH2:34][C:35]([O:37][CH2:38][CH3:39])=[O:36])=[CH:22][CH:21]=1)=[O:17])([CH3:16])([CH3:14])[CH3:15]. The catalyst class is: 7. (4) Reactant: Cl.[C:2]([NH:5][C:6]1[CH:7]=[CH:8][C:9]([Cl:52])=[C:10]([C:12]2[CH:17]=[CH:16][CH:15]=[C:14]([CH2:18][C@H:19]([NH:34][C:35]([C@H:37]3[CH2:42][CH2:41][C@H:40]([CH2:43][NH:44]C(=O)OC(C)(C)C)[CH2:39][CH2:38]3)=[O:36])[C:20](=[O:33])[NH:21][C:22]3[CH:27]=[CH:26][C:25]([C:28]4[NH:32][N:31]=[N:30][N:29]=4)=[CH:24][CH:23]=3)[CH:13]=2)[CH:11]=1)(=[O:4])[CH3:3].C(#N)C. Product: [ClH:52].[C:2]([NH:5][C:6]1[CH:7]=[CH:8][C:9]([Cl:52])=[C:10]([C:12]2[CH:17]=[CH:16][CH:15]=[C:14]([CH2:18][C@H:19]([NH:34][C:35]([C@H:37]3[CH2:38][CH2:39][C@H:40]([CH2:43][NH2:44])[CH2:41][CH2:42]3)=[O:36])[C:20](=[O:33])[NH:21][C:22]3[CH:27]=[CH:26][C:25]([C:28]4[NH:32][N:31]=[N:30][N:29]=4)=[CH:24][CH:23]=3)[CH:13]=2)[CH:11]=1)(=[O:4])[CH3:3]. The catalyst class is: 12. (5) Reactant: C(O)(=O)C.[CH3:5][O:6][C:7]1[CH:8]=[C:9]([NH:13][NH2:14])[CH:10]=[CH:11][CH:12]=1.[CH:15](=O)[C:16]([CH3:18])=[O:17]. Product: [CH3:5][O:6][C:7]1[CH:8]=[C:9]([NH:13][N:14]=[CH:15][C:16](=[O:17])[CH3:18])[CH:10]=[CH:11][CH:12]=1. The catalyst class is: 6. (6) Reactant: C(Cl)CCl.Cl.[CH3:6][C:7]1([CH3:24])[C:13](=[O:14])[NH:12][C:11]2[N:15]=[CH:16][C:17](/[CH:19]=[CH:20]/[C:21]([OH:23])=O)=[CH:18][C:10]=2[CH2:9][O:8]1.C1C=CC2N(O)N=NC=2C=1.[CH3:35][O:36][C:37]1[C:38]([O:47][CH2:48][CH2:49][CH3:50])=[C:39]([C@H:43]([NH:45][CH3:46])[CH3:44])[CH:40]=[CH:41][CH:42]=1.C(N(C(C)C)C(C)C)C. Product: [CH3:24][C:7]1([CH3:6])[C:13](=[O:14])[NH:12][C:11]2[N:15]=[CH:16][C:17](/[CH:19]=[CH:20]/[C:21]([N:45]([C@@H:43]([C:39]3[CH:40]=[CH:41][CH:42]=[C:37]([O:36][CH3:35])[C:38]=3[O:47][CH2:48][CH2:49][CH3:50])[CH3:44])[CH3:46])=[O:23])=[CH:18][C:10]=2[CH2:9][O:8]1. The catalyst class is: 18. (7) Reactant: [N:1]1[C:8]([Cl:9])=[N:7][C:5](Cl)=[N:4][C:2]=1Cl.[C:10]([C:14]1[CH:19]=[CH:18][C:17]([Li])=[CH:16][CH:15]=1)([CH3:13])([CH3:12])[CH3:11].[CH2:21]1[CH2:25]O[CH2:23][CH2:22]1.O. Product: [C:10]([C:14]1[CH:19]=[CH:18][C:17]([C:2]2[N:4]=[C:5]([C:21]3[CH:25]=[CH:15][C:14]([C:10]([CH3:13])([CH3:12])[CH3:11])=[CH:23][CH:22]=3)[N:7]=[C:8]([Cl:9])[N:1]=2)=[CH:16][CH:15]=1)([CH3:13])([CH3:12])[CH3:11]. The catalyst class is: 7.